This data is from Forward reaction prediction with 1.9M reactions from USPTO patents (1976-2016). The task is: Predict the product of the given reaction. (1) Given the reactants CC(OC(/N=N/C(OC(C)C)=O)=O)C.[C:15]1([CH:21](O)[CH2:22][CH:23]=[CH2:24])[CH:20]=[CH:19][CH:18]=[CH:17][CH:16]=1.C1C=CC(P(C2C=CC=CC=2)C2C=CC=CC=2)=CC=1.[CH3:45][NH:46][S:47]([C:50]1[CH:55]=[CH:54][CH:53]=[CH:52][CH:51]=1)(=[O:49])=[O:48], predict the reaction product. The product is: [CH3:45][N:46]([CH:21]([C:15]1[CH:20]=[CH:19][CH:18]=[CH:17][CH:16]=1)[CH2:22][CH:23]=[CH2:24])[S:47]([C:50]1[CH:51]=[CH:52][CH:53]=[CH:54][CH:55]=1)(=[O:48])=[O:49]. (2) The product is: [Cl:45][C:39]1[CH:40]=[C:41]([F:44])[CH:42]=[CH:43][C:38]=1[C@H:37]1[O:36][C:35](=[O:46])[NH:34][C@@H:33]1[C:29]1[CH:30]=[N:31][CH:32]=[C:27]([C:48]#[C:47][CH:49]2[CH2:52][C:51]([F:54])([F:53])[CH2:50]2)[CH:28]=1. Given the reactants CN(C)CC#CC1C=C([C@@H]2[C@@H](C3C=CC=C(F)C=3)OC(=O)N2)C=NC=1.Br[C:27]1[CH:28]=[C:29]([C@@H:33]2[C@@H:37]([C:38]3[CH:43]=[CH:42][C:41]([F:44])=[CH:40][C:39]=3[Cl:45])[O:36][C:35](=[O:46])[NH:34]2)[CH:30]=[N:31][CH:32]=1.[C:47]([CH:49]1[CH2:52][C:51]([F:54])([F:53])[CH2:50]1)#[CH:48], predict the reaction product. (3) Given the reactants [Cl:1][C:2]1[N:7]=[C:6](/[CH:8]=[C:9](\[C:11]2[CH:12]=[C:13]([NH:17][C:18](=[O:27])[C:19]3[C:24]([F:25])=[CH:23][CH:22]=[CH:21][C:20]=3[F:26])[CH:14]=[CH:15][CH:16]=2)/O)[CH:5]=[CH:4][N:3]=1.C1C(=O)N(Br)C(=O)C1.[CH3:36][NH:37][C:38]([NH2:40])=[S:39], predict the reaction product. The product is: [Cl:1][C:2]1[N:7]=[C:6]([C:8]2[S:39][C:38]([NH:37][CH3:36])=[N:40][C:9]=2[C:11]2[CH:12]=[C:13]([NH:17][C:18](=[O:27])[C:19]3[C:24]([F:25])=[CH:23][CH:22]=[CH:21][C:20]=3[F:26])[CH:14]=[CH:15][CH:16]=2)[CH:5]=[CH:4][N:3]=1. (4) Given the reactants [OH:1][C@H:2]1[CH2:7][CH2:6][CH:5]([C:8]([OH:10])=O)[CH2:4][C@H:3]1[NH:11][C:12]([O:14][CH2:15][CH2:16][Si:17]([CH3:20])([CH3:19])[CH3:18])=[O:13].[C:21]1([CH3:48])[CH:26]=[CH:25][CH:24]=[CH:23][C:22]=1[O:27][C:28]1[CH:33]=[CH:32][CH:31]=[CH:30][C:29]=1[C@:34]([C@@H:42]1[CH2:47][CH2:46][CH2:45][NH:44][CH2:43]1)([OH:41])[CH2:35][CH2:36][CH2:37][CH2:38][O:39][CH3:40].C(Cl)CCl.C1C=CC2N(O)N=NC=2C=1.CCN(C(C)C)C(C)C, predict the reaction product. The product is: [C:21]1([CH3:48])[CH:26]=[CH:25][CH:24]=[CH:23][C:22]=1[O:27][C:28]1[CH:33]=[CH:32][CH:31]=[CH:30][C:29]=1[C@:34]([C@@H:42]1[CH2:47][CH2:46][CH2:45][N:44]([C:8]([CH:5]2[CH2:6][CH2:7][C@@H:2]([OH:1])[C@@H:3]([NH:11][C:12]([O:14][CH2:15][CH2:16][Si:17]([CH3:20])([CH3:19])[CH3:18])=[O:13])[CH2:4]2)=[O:10])[CH2:43]1)([OH:41])[CH2:35][CH2:36][CH2:37][CH2:38][O:39][CH3:40]. (5) The product is: [CH3:1][C@H:2]([NH:11][C:12](=[O:18])[O:13][C:14]([CH3:17])([CH3:16])[CH3:15])[CH2:3][O:4][CH:5]1[CH2:10][CH2:9][NH:8][CH2:7][CH2:6]1. Given the reactants [CH3:1][C@H:2]([NH:11][C:12](=[O:18])[O:13][C:14]([CH3:17])([CH3:16])[CH3:15])[CH2:3][O:4][C:5]1[CH:10]=[CH:9][N:8]=[CH:7][CH:6]=1.[H][H].C(OC(C)C)(C)C, predict the reaction product. (6) Given the reactants [CH2:1]1[C:9]2[C:4](=[CH:5][CH:6]=[CH:7][CH:8]=2)[CH2:3][CH:2]1[N:10]1[C:19](=[O:20])[C:18]2[C:13](=[CH:14][C:15]([C:21]([F:24])([F:23])[F:22])=[CH:16][CH:17]=2)[NH:12][C:11]1=S.[NH2:26][NH2:27].O, predict the reaction product. The product is: [NH:26]([C:11]1[N:10]([CH:2]2[CH2:3][C:4]3[C:9](=[CH:8][CH:7]=[CH:6][CH:5]=3)[CH2:1]2)[C:19](=[O:20])[C:18]2[C:13](=[CH:14][C:15]([C:21]([F:24])([F:23])[F:22])=[CH:16][CH:17]=2)[N:12]=1)[NH2:27]. (7) Given the reactants F[C:2]1[N:7]=[CH:6][C:5]([C:8]2[C:9]([CH3:27])=[N:10][CH:11]=[C:12]([NH:14][C:15](=[O:26])[C:16]3[CH:21]=[CH:20][CH:19]=[C:18]([C:22]([F:25])([F:24])[F:23])[CH:17]=3)[CH:13]=2)=[CH:4][C:3]=1[N:28]1[CH2:33][CH2:32][O:31][CH2:30][CH2:29]1.C[Si]([N-][Si](C)(C)C)(C)C.[Na+].[CH3:44][S:45]([CH3:48])(=[O:47])=[O:46], predict the reaction product. The product is: [CH3:27][C:9]1[C:8]([C:5]2[CH:6]=[N:7][C:2]([CH2:44][S:45]([CH3:48])(=[O:47])=[O:46])=[C:3]([N:28]3[CH2:29][CH2:30][O:31][CH2:32][CH2:33]3)[CH:4]=2)=[CH:13][C:12]([NH:14][C:15](=[O:26])[C:16]2[CH:21]=[CH:20][CH:19]=[C:18]([C:22]([F:24])([F:23])[F:25])[CH:17]=2)=[CH:11][N:10]=1. (8) Given the reactants [O:1]=[C:2]1[CH2:8][CH:7]2[N:9]([C:10]([O-:12])=[O:11])[CH:4]([CH2:5][CH2:6]2)[CH2:3]1.[F:23][C:22]([F:25])([F:24])[S:19](N(C1C=CC=CC=1)[S:19]([C:22]([F:25])([F:24])[F:23])(=[O:21])=[O:20])(=[O:21])=[O:20].[C:34](OCC)(=O)C.[CH2:40]1[CH2:44]OC[CH2:41]1, predict the reaction product. The product is: [F:25][C:22]([F:23])([F:24])[S:19]([O:1][C:2]1[CH2:3][C@H:4]2[N:9]([C:10]([O:12][C:40]([CH3:41])([CH3:44])[CH3:34])=[O:11])[C@H:7]([CH2:6][CH2:5]2)[CH:8]=1)(=[O:20])=[O:21].